Dataset: Full USPTO retrosynthesis dataset with 1.9M reactions from patents (1976-2016). Task: Predict the reactants needed to synthesize the given product. (1) Given the product [C:41]([C:45]1[O:49][N:48]=[C:47]([C:33]([NH:32][CH2:31][C:28]2[CH:29]=[CH:30][C:25]([C:22]3[CH:21]=[CH:20][N:19]=[C:18]4[NH:17][C:8]([C:5]5[CH:4]=[CH:3][C:2]([N:14]6[CH2:15][CH2:16][N:11]([CH3:10])[CH2:12][CH2:13]6)=[CH:7][N:6]=5)=[N:24][C:23]=34)=[CH:26][C:27]=2[F:40])=[O:39])[N:46]=1)([CH3:44])([CH3:43])[CH3:42], predict the reactants needed to synthesize it. The reactants are: F[C:2]1[CH:3]=[CH:4][C:5]([CH:8]=O)=[N:6][CH:7]=1.[CH3:10][N:11]1[CH2:16][CH2:15][NH:14][CH2:13][CH2:12]1.[NH2:17][C:18]1[C:23]([NH2:24])=[C:22]([C:25]2[CH:30]=[CH:29][C:28]([CH2:31][NH:32][C:33](=[O:39])OC(C)(C)C)=[C:27]([F:40])[CH:26]=2)[CH:21]=[CH:20][N:19]=1.[C:41]([C:45]1[O:49][N:48]=[C:47](C([O-])=O)[N:46]=1)([CH3:44])([CH3:43])[CH3:42]. (2) Given the product [O:21]=[C:15]1[CH:14]([N:7]2[C:6](=[O:22])[C:5]3[C:9](=[CH:10][CH:11]=[CH:12][C:4]=3[CH2:3][NH:2][C:51](=[O:52])[CH2:50][C:48]3[O:47][N:46]=[C:45]([CH3:44])[CH:49]=3)[C:8]2=[O:13])[CH2:19][CH2:18][C:17](=[O:20])[NH:16]1, predict the reactants needed to synthesize it. The reactants are: Cl.[NH2:2][CH2:3][C:4]1[CH:12]=[CH:11][CH:10]=[C:9]2[C:5]=1[C:6](=[O:22])[N:7]([CH:14]1[CH2:19][CH2:18][C:17](=[O:20])[NH:16][C:15]1=[O:21])[C:8]2=[O:13].N12CCCN=C1CCCCC2.ON1C2C=CC=CC=2N=N1.[CH3:44][C:45]1[CH:49]=[C:48]([CH2:50][C:51](O)=[O:52])[O:47][N:46]=1.Cl.CN(C)CCCN=C=NCC.